This data is from Cav3 T-type calcium channel HTS with 100,875 compounds. The task is: Binary Classification. Given a drug SMILES string, predict its activity (active/inactive) in a high-throughput screening assay against a specified biological target. The drug is S1CC(=O)N(CCNC(=O)COC(=O)c2c(Nc3cc(ccc3)C(F)(F)F)nccc2)C1=O. The result is 0 (inactive).